The task is: Predict the product of the given reaction.. This data is from Forward reaction prediction with 1.9M reactions from USPTO patents (1976-2016). Given the reactants Cl[C:2](=[O:9])[CH2:3][C:4]([O:6][CH2:7][CH3:8])=[O:5].[CH3:10][O:11][CH2:12][CH2:13][NH2:14], predict the reaction product. The product is: [CH3:10][O:11][CH2:12][CH2:13][NH:14][C:2](=[O:9])[CH2:3][C:4]([O:6][CH2:7][CH3:8])=[O:5].